This data is from Peptide-MHC class I binding affinity with 185,985 pairs from IEDB/IMGT. The task is: Regression. Given a peptide amino acid sequence and an MHC pseudo amino acid sequence, predict their binding affinity value. This is MHC class I binding data. (1) The peptide sequence is KAVRGDLNF. The MHC is HLA-A03:01 with pseudo-sequence HLA-A03:01. The binding affinity (normalized) is 0.0847. (2) The peptide sequence is TAGNKVDVDI. The MHC is HLA-A02:03 with pseudo-sequence HLA-A02:03. The binding affinity (normalized) is 0.246. (3) The peptide sequence is YYRYPTGESY. The MHC is HLA-B45:06 with pseudo-sequence HLA-B45:06. The binding affinity (normalized) is 0.213.